Predict the reactants needed to synthesize the given product. From a dataset of Full USPTO retrosynthesis dataset with 1.9M reactions from patents (1976-2016). (1) Given the product [Cl:15][C:13]1[CH:12]=[CH:11][C:10]2[N:9]([N:8]=[C:7]([OH:18])[CH:16]=2)[CH:14]=1, predict the reactants needed to synthesize it. The reactants are: S(=O)(=O)(O)O.N[C:7]1[CH:16]=[C:10]2[CH:11]=[CH:12][C:13]([Cl:15])=[CH:14][N:9]2[N:8]=1.C(=O)(O)[O-:18].[Na+]. (2) Given the product [Br:1][C:2]1[CH:3]=[CH:4][C:5]([O:9][C:10]([F:11])([F:12])[F:13])=[C:6]([NH:8][C:15]([NH2:16])=[NH:14])[CH:7]=1, predict the reactants needed to synthesize it. The reactants are: [Br:1][C:2]1[CH:3]=[CH:4][C:5]([O:9][C:10]([F:13])([F:12])[F:11])=[C:6]([NH2:8])[CH:7]=1.[N:14]#[C:15][NH2:16].Cl. (3) The reactants are: [C:1]([NH:9][C:10]1[CH:11]=[C:12]([CH:16]=[CH:17][N:18]=1)[C:13]([OH:15])=O)(=[O:8])[C:2]1[CH:7]=[CH:6][CH:5]=[CH:4][CH:3]=1.C(Cl)(=O)C(Cl)=O.O[N:26]=[C:27]([NH2:35])[CH2:28][C:29]1[CH:34]=[CH:33][CH:32]=[CH:31][CH:30]=1.N1C=CC=CC=1.[OH-].COC(NS([N+](CC)(CC)CC)(=O)=O)=O. Given the product [CH2:28]([C:27]1[N:35]=[C:13]([C:12]2[CH:16]=[CH:17][N:18]=[C:10]([NH:9][C:1](=[O:8])[C:2]3[CH:3]=[CH:4][CH:5]=[CH:6][CH:7]=3)[CH:11]=2)[O:15][N:26]=1)[C:29]1[CH:34]=[CH:33][CH:32]=[CH:31][CH:30]=1, predict the reactants needed to synthesize it. (4) Given the product [Cl:1][C:2]1[CH:3]=[C:4]([CH:27]=[C:28]([F:30])[CH:29]=1)[O:5][CH2:6][C:7]1[S:8][C:9]2[C:15]([C:16]3[CH:17]=[C:18]([CH:24]=[CH:25][CH:26]=3)[C:19]([OH:21])=[O:20])=[CH:14][CH:13]=[CH:12][C:10]=2[CH:11]=1.[Cl:31][C:32]1[CH:33]=[C:34]([CH:55]=[C:56]([F:58])[CH:57]=1)[O:35][CH2:36][C:37]1[S:38][C:39]2[C:45]([C:46]3[CH:47]=[C:48]([CH:52]=[CH:53][CH:54]=3)[C:49]([NH2:59])=[O:50])=[CH:44][CH:43]=[CH:42][C:40]=2[CH:41]=1, predict the reactants needed to synthesize it. The reactants are: [Cl:1][C:2]1[CH:3]=[C:4]([CH:27]=[C:28]([F:30])[CH:29]=1)[O:5][CH2:6][C:7]1[S:8][C:9]2[C:15]([C:16]3[CH:17]=[C:18]([CH:24]=[CH:25][CH:26]=3)[C:19]([O:21]CC)=[O:20])=[CH:14][CH:13]=[CH:12][C:10]=2[CH:11]=1.[Cl:31][C:32]1[CH:33]=[C:34]([CH:55]=[C:56]([F:58])[CH:57]=1)[O:35][CH2:36][C:37]1[S:38][C:39]2[C:45]([C:46]3[CH:47]=[C:48]([CH:52]=[CH:53][CH:54]=3)[C:49](O)=[O:50])=[CH:44][CH:43]=[CH:42][C:40]=2[CH:41]=1.[NH3:59]. (5) Given the product [N+:1]([C:4]1[CH:12]=[CH:11][C:7]([C:8]([N:25]2[CH2:26][CH2:27][N:22]([CH2:20][CH3:21])[CH2:23][CH2:24]2)=[O:10])=[C:6]([Cl:13])[CH:5]=1)([O-:3])=[O:2], predict the reactants needed to synthesize it. The reactants are: [N+:1]([C:4]1[CH:12]=[CH:11][C:7]([C:8]([OH:10])=O)=[C:6]([Cl:13])[CH:5]=1)([O-:3])=[O:2].C(Cl)(=O)C(Cl)=O.[CH2:20]([N:22]1[CH2:27][CH2:26][NH:25][CH2:24][CH2:23]1)[CH3:21]. (6) Given the product [NH2:32][C:29]1[N:30]=[CH:31][C:26]([C:25]#[C:24][C:21]2[N:19]3[N:20]=[C:15]([C:12]4[CH:11]=[CH:10][C:9]([C:7]([N:1]5[CH2:6][CH2:5][O:4][CH2:3][CH2:2]5)=[O:8])=[CH:14][CH:13]=4)[CH:16]=[CH:17][C:18]3=[N:23][CH:22]=2)=[CH:27][CH:28]=1, predict the reactants needed to synthesize it. The reactants are: [N:1]1([C:7]([C:9]2[CH:14]=[CH:13][C:12]([C:15]3[CH:16]=[CH:17][C:18]4[N:19]([C:21]([C:24]#[C:25][C:26]5[CH:27]=[CH:28][C:29]([NH:32]C(=O)OC(C)(C)C)=[N:30][CH:31]=5)=[CH:22][N:23]=4)[N:20]=3)=[CH:11][CH:10]=2)=[O:8])[CH2:6][CH2:5][O:4][CH2:3][CH2:2]1.FC(F)(F)C(O)=O. (7) Given the product [Br:1][C:2]1[CH:11]=[CH:10][C:5]([C:6]([OH:8])=[O:7])=[C:4]([C:12]#[N:13])[CH:3]=1, predict the reactants needed to synthesize it. The reactants are: [Br:1][C:2]1[CH:11]=[CH:10][C:5]([C:6]([O:8]C)=[O:7])=[C:4]([C:12]#[N:13])[CH:3]=1.[OH-].[Li+].Cl. (8) Given the product [N+:1]([C:4]1[CH:5]=[C:6]2[C:11](=[O:12])[N:15]([CH2:16][CH2:17][CH2:18][CH2:19][C:20]([OH:22])=[O:21])[C:8](=[O:10])[C:7]2=[CH:13][CH:14]=1)([O-:3])=[O:2], predict the reactants needed to synthesize it. The reactants are: [N+:1]([C:4]1[CH:5]=[C:6]2[C:11](=[O:12])[O:10][C:8](=O)[C:7]2=[CH:13][CH:14]=1)([O-:3])=[O:2].[NH2:15][CH2:16][CH2:17][CH2:18][CH2:19][C:20]([OH:22])=[O:21].